This data is from Peptide-MHC class II binding affinity with 134,281 pairs from IEDB. The task is: Regression. Given a peptide amino acid sequence and an MHC pseudo amino acid sequence, predict their binding affinity value. This is MHC class II binding data. (1) The peptide sequence is RNFQKVNPEGLIKEF. The MHC is DRB1_0405 with pseudo-sequence DRB1_0405. The binding affinity (normalized) is 0.318. (2) The peptide sequence is KPGQPPRLLI. The MHC is DRB1_0401 with pseudo-sequence DRB1_0401. The binding affinity (normalized) is 0. (3) The peptide sequence is GWARSPFSRVVHLY. The MHC is H-2-IAb with pseudo-sequence H-2-IAb. The binding affinity (normalized) is 0.415. (4) The peptide sequence is MSSFLGKWKLSESHNFDA. The MHC is DRB1_1501 with pseudo-sequence DRB1_1501. The binding affinity (normalized) is 0. (5) The peptide sequence is TVTVFKIPKKASEGA. The MHC is DRB1_0701 with pseudo-sequence DRB1_0701. The binding affinity (normalized) is 0.412.